From a dataset of Forward reaction prediction with 1.9M reactions from USPTO patents (1976-2016). Predict the product of the given reaction. (1) Given the reactants C([N:8](CC1C=CC=CC=1)[C@H:9]1[CH2:14][CH2:13][C@H:12]([NH:15][C:16](=[O:22])[O:17][C:18]([CH3:21])([CH3:20])[CH3:19])[C@@H:11]([CH3:23])[CH2:10]1)C1C=CC=CC=1.C([N:38](CC1C=CC=CC=1)[C@@H:39]1[CH2:44][CH2:43][C@@H:42]([NH:45][C:46](=[O:52])[O:47][C:48]([CH3:51])([CH3:50])[CH3:49])[C@H:41]([CH3:53])[CH2:40]1)C1C=CC=CC=1, predict the reaction product. The product is: [NH2:8][C@H:9]1[CH2:14][CH2:13][C@H:12]([NH:15][C:16](=[O:22])[O:17][C:18]([CH3:20])([CH3:19])[CH3:21])[C@@H:11]([CH3:23])[CH2:10]1.[NH2:38][C@@H:39]1[CH2:44][CH2:43][C@@H:42]([NH:45][C:46](=[O:52])[O:47][C:48]([CH3:50])([CH3:49])[CH3:51])[C@H:41]([CH3:53])[CH2:40]1. (2) Given the reactants [Li][C:2]([CH3:5])([CH3:4])[CH3:3].CO[C:8]1[CH:17]=[CH:16][C:15]2[C:10](=[CH:11][CH:12]=[CH:13][CH:14]=2)[C:9]=1[C:18]([OH:20])=[O:19].O.Cl, predict the reaction product. The product is: [C:2]([C:8]1[CH:17]=[CH:16][C:15]2[C:10](=[CH:11][CH:12]=[CH:13][CH:14]=2)[C:9]=1[C:18]([OH:20])=[O:19])([CH3:5])([CH3:4])[CH3:3].